This data is from Reaction yield outcomes from USPTO patents with 853,638 reactions. The task is: Predict the reaction yield, written as a fraction of the theoretical maximum amount of product (1.0 means a 100% yield; for example, 0.34 means a 34% yield). (1) The reactants are [C:12]([O:11][C:9](O[C:9]([O:11][C:12]([CH3:15])([CH3:14])[CH3:13])=[O:10])=[O:10])([CH3:15])([CH3:14])[CH3:13].[I:16][C:17]1[CH:18]=[CH:19][C:20]2[CH2:21][CH:22]3[CH2:29][NH:28][CH2:27][CH2:26][N:23]3[C:24]=2[CH:25]=1. The catalyst is ClCCl. The product is [C:12]([O:11][C:9]([N:28]1[CH2:27][CH2:26][N:23]2[C:24]3[CH:25]=[C:17]([I:16])[CH:18]=[CH:19][C:20]=3[CH2:21][CH:22]2[CH2:29]1)=[O:10])([CH3:13])([CH3:14])[CH3:15]. The yield is 0.0900. (2) The reactants are Cl.[CH3:2][C:3]([CH3:55])([CH3:54])[CH2:4][C:5]([C:7]1[CH:48]=[CH:47][C:10]([O:11][CH2:12][C:13]2[CH:46]=[CH:45][C:16]([CH2:17][NH:18][C:19]([C:21]3[N:22]=[CH:23][N:24](C(C4C=CC=CC=4)(C4C=CC=CC=4)C4C=CC=CC=4)[CH:25]=3)=[O:20])=[CH:15][CH:14]=2)=[C:9]([C:49]([F:52])([F:51])[F:50])[C:8]=1[OH:53])=[O:6]. The catalyst is C(O)C. The product is [CH3:2][C:3]([CH3:55])([CH3:54])[CH2:4][C:5]([C:7]1[CH:48]=[CH:47][C:10]([O:11][CH2:12][C:13]2[CH:46]=[CH:45][C:16]([CH2:17][NH:18][C:19]([C:21]3[N:22]=[CH:23][NH:24][CH:25]=3)=[O:20])=[CH:15][CH:14]=2)=[C:9]([C:49]([F:52])([F:51])[F:50])[C:8]=1[OH:53])=[O:6]. The yield is 0.830. (3) The reactants are [C:1]([O:5][C:6]([N:8]1[CH2:13][CH2:12][CH:11]([C:14]2[CH:19]=[CH:18][C:17]([NH2:20])=[CH:16][N:15]=2)[CH2:10][CH2:9]1)=[O:7])([CH3:4])([CH3:3])[CH3:2].[Br:21]N1C(=O)CCC1=O. The catalyst is C(Cl)Cl. The product is [C:1]([O:5][C:6]([N:8]1[CH2:9][CH2:10][CH:11]([C:14]2[CH:19]=[CH:18][C:17]([NH2:20])=[C:16]([Br:21])[N:15]=2)[CH2:12][CH2:13]1)=[O:7])([CH3:4])([CH3:2])[CH3:3]. The yield is 0.740. (4) The reactants are [CH:1]1([C@H:7]([NH:12][C:13]([C:15]2[S:16][C:17]([C:32]3[CH:37]=[CH:36][C:35]([O:38][C:39]([F:42])([F:41])[F:40])=[CH:34][CH:33]=3)=[CH:18][C:19]=2[NH:20][C:21]([NH:23][C:24]2[C:29]([Cl:30])=[CH:28][CH:27]=[CH:26][C:25]=2[Cl:31])=[O:22])=[O:14])[C:8]([O:10]C)=[O:9])[CH2:6][CH2:5][CH2:4][CH2:3][CH2:2]1.[OH-].[Li+]. The catalyst is C1COCC1. The product is [CH:1]1([C@H:7]([NH:12][C:13]([C:15]2[S:16][C:17]([C:32]3[CH:37]=[CH:36][C:35]([O:38][C:39]([F:40])([F:41])[F:42])=[CH:34][CH:33]=3)=[CH:18][C:19]=2[NH:20][C:21]([NH:23][C:24]2[C:29]([Cl:30])=[CH:28][CH:27]=[CH:26][C:25]=2[Cl:31])=[O:22])=[O:14])[C:8]([OH:10])=[O:9])[CH2:6][CH2:5][CH2:4][CH2:3][CH2:2]1. The yield is 0.690.